The task is: Predict the reaction yield, written as a fraction of the theoretical maximum amount of product (1.0 means a 100% yield; for example, 0.34 means a 34% yield).. This data is from Reaction yield outcomes from USPTO patents with 853,638 reactions. (1) The reactants are [CH3:1][N:2]1[C:8]2[CH:9]=[C:10](/[CH:13]=[CH:14]/[C:15]([O:17][CH3:18])=[O:16])[CH:11]=[CH:12][C:7]=2[C:6]([C:19]2[CH:24]=[CH:23][CH:22]=[CH:21][CH:20]=2)=[N:5][CH2:4][C:3]1=[O:25]. The catalyst is CO. The product is [CH3:1][N:2]1[C:8]2[CH:9]=[C:10]([CH2:13][CH2:14][C:15]([O:17][CH3:18])=[O:16])[CH:11]=[CH:12][C:7]=2[C:6]([C:19]2[CH:24]=[CH:23][CH:22]=[CH:21][CH:20]=2)=[N:5][CH2:4][C:3]1=[O:25]. The yield is 0.900. (2) The reactants are [C:1]1([C:7]2[S:14][C:13]3[CH:12]=[N:11][N:10](C(=O)C)[C:9]=3[CH:8]=2)[CH:6]=[CH:5][CH:4]=[CH:3][CH:2]=1.C(O)C.Cl.C(=O)([O-])[O-].[K+].[K+]. The catalyst is O. The product is [C:1]1([C:7]2[S:14][C:13]3[CH:12]=[N:11][NH:10][C:9]=3[CH:8]=2)[CH:2]=[CH:3][CH:4]=[CH:5][CH:6]=1. The yield is 0.920. (3) The reactants are [C:1]([NH:4][CH2:5][C:6]([NH:8][C:9]1[N:27]=[C:12]2[CH:13]=[CH:14][CH:15]=[C:16]([C:17]3[CH:22]=[CH:21][CH:20]=[C:19]([S:23]([CH3:26])(=[O:25])=[O:24])[CH:18]=3)[N:11]2[N:10]=1)=O)(=O)[CH3:2].COC1C=CC(P2(SP(C3C=CC(OC)=CC=3)(=S)S2)=[S:37])=CC=1. No catalyst specified. The product is [CH3:2][C:1]1[S:37][C:6]([NH:8][C:9]2[N:27]=[C:12]3[CH:13]=[CH:14][CH:15]=[C:16]([C:17]4[CH:22]=[CH:21][CH:20]=[C:19]([S:23]([CH3:26])(=[O:25])=[O:24])[CH:18]=4)[N:11]3[N:10]=2)=[CH:5][N:4]=1. The yield is 0.400. (4) The catalyst is CCOC(C)=O.O. The reactants are [Si]([O:8][C:9]1[CH:10]=[CH:11][CH:12]=[C:13]2[C:18]=1[N:17]=[C:16]([C:19]1[N:23]3[CH:24]=[C:25]([F:28])[CH:26]=[CH:27][C:22]3=[N:21][N:20]=1)[CH:15]=[CH:14]2)(C(C)(C)C)(C)C.C1COCC1.CCCC[N+](CCCC)(CCCC)CCCC.[F-].C([O-])(O)=O.[Na+]. The product is [F:28][C:25]1[CH:26]=[CH:27][C:22]2[N:23]([C:19]([C:16]3[CH:15]=[CH:14][C:13]4[C:18](=[C:9]([OH:8])[CH:10]=[CH:11][CH:12]=4)[N:17]=3)=[N:20][N:21]=2)[CH:24]=1. The yield is 0.0900.